Dataset: Catalyst prediction with 721,799 reactions and 888 catalyst types from USPTO. Task: Predict which catalyst facilitates the given reaction. Reactant: [CH:1]1([N:5]2[CH2:11][CH2:10][C:9]3[S:12][C:13]([C:15]4[CH:16]=[CH:17][C:18]([C:21]([OH:23])=O)=[N:19][CH:20]=4)=[N:14][C:8]=3[CH2:7][CH2:6]2)[CH2:4][CH2:3][CH2:2]1.O[NH:25]/[C:26](=[N:28]\[H])/[CH3:27]. Product: [CH:1]1([N:5]2[CH2:11][CH2:10][C:9]3[S:12][C:13]([C:15]4[CH:20]=[N:19][C:18]([C:21]5[O:23][N:28]=[C:26]([CH3:27])[N:25]=5)=[CH:17][CH:16]=4)=[N:14][C:8]=3[CH2:7][CH2:6]2)[CH2:4][CH2:3][CH2:2]1. The catalyst class is: 4.